From a dataset of Catalyst prediction with 721,799 reactions and 888 catalyst types from USPTO. Predict which catalyst facilitates the given reaction. (1) Reactant: [C:1]([C:5]([NH:7][C@@H:8]([C@@H:12]([C:14]1[O:18][N:17]=[C:16]([C:19]2[CH:24]=[CH:23][C:22]([S:25]([CH3:28])(=[O:27])=[O:26])=[CH:21][C:20]=2[Cl:29])[N:15]=1)[CH3:13])[C:9](O)=[O:10])=[O:6])([CH3:4])([CH3:3])[CH3:2].[NH:30]1[CH2:37][CH2:36][CH2:35][C@H:31]1[C:32]([NH2:34])=[O:33].C1C=NC2N(O)N=NC=2C=1.C(N(CC)C(C)C)(C)C.CN(C(ON1N=NC2C=CC=NC1=2)=[N+](C)C)C.F[P-](F)(F)(F)(F)F. Product: [C:1]([C:5]([NH:7][C@@H:8]([C@@H:12]([C:14]1[O:18][N:17]=[C:16]([C:19]2[CH:24]=[CH:23][C:22]([S:25]([CH3:28])(=[O:27])=[O:26])=[CH:21][C:20]=2[Cl:29])[N:15]=1)[CH3:13])[C:9]([N:30]1[CH2:37][CH2:36][CH2:35][C@H:31]1[C:32]([NH2:34])=[O:33])=[O:10])=[O:6])([CH3:4])([CH3:2])[CH3:3]. The catalyst class is: 4. (2) Reactant: [NH2:1][C:2]1[C:3]([C:12]([NH:14][C@@H:15]([CH2:20][CH2:21][NH:22][C:23]([O:25][C:26]([CH3:29])([CH3:28])[CH3:27])=[O:24])[C:16]([O:18][CH3:19])=[O:17])=[O:13])=[CH:4][C:5]2[C:10]([CH:11]=1)=[CH:9][CH:8]=[CH:7][CH:6]=2.[N:30]([C:33]1[C:38]([CH3:39])=[CH:37][C:36]([CH3:40])=[CH:35][C:34]=1[CH3:41])=[C:31]=[O:32]. Product: [CH3:27][C:26]([O:25][C:23]([NH:22][CH2:21][CH2:20][C@H:15]([NH:14][C:12]([C:3]1[C:2]([NH:1][C:31]([NH:30][C:33]2[C:34]([CH3:41])=[CH:35][C:36]([CH3:40])=[CH:37][C:38]=2[CH3:39])=[O:32])=[CH:11][C:10]2[C:5](=[CH:6][CH:7]=[CH:8][CH:9]=2)[CH:4]=1)=[O:13])[C:16]([O:18][CH3:19])=[O:17])=[O:24])([CH3:29])[CH3:28]. The catalyst class is: 17. (3) Reactant: C[N:2]([CH:4]=[C:5]([C:11](=O)[CH2:12][CH2:13][CH3:14])[C:6]([O:8][CH2:9][CH3:10])=[O:7])C.C(OC(C)(C)C)(=O)[NH:17]N. Product: [CH2:12]([C:11]1[C:5]([C:6]([O:8][CH2:9][CH3:10])=[O:7])=[CH:4][NH:2][N:17]=1)[CH2:13][CH3:14]. The catalyst class is: 8.